Dataset: Forward reaction prediction with 1.9M reactions from USPTO patents (1976-2016). Task: Predict the product of the given reaction. (1) Given the reactants [C:1]1([S:7]([N:10]2[C:14]3=[N:15][CH:16]=[C:17]([C:19]4[CH:24]=[CH:23][C:22]([N:25]([CH3:27])[CH3:26])=[CH:21][CH:20]=4)[CH:18]=[C:13]3[C:12](I)=[CH:11]2)(=[O:9])=[O:8])[CH:6]=[CH:5][CH:4]=[CH:3][CH:2]=1.C(N(CC)CC)C.[CH3:36][C:37]1([CH3:44])[C:41]([CH3:43])([CH3:42])[O:40][BH:39][O:38]1, predict the reaction product. The product is: [C:1]1([S:7]([N:10]2[C:14]3=[N:15][CH:16]=[C:17]([C:19]4[CH:24]=[CH:23][C:22]([N:25]([CH3:27])[CH3:26])=[CH:21][CH:20]=4)[CH:18]=[C:13]3[C:12]([B:39]3[O:40][C:41]([CH3:43])([CH3:42])[C:37]([CH3:44])([CH3:36])[O:38]3)=[CH:11]2)(=[O:9])=[O:8])[CH:6]=[CH:5][CH:4]=[CH:3][CH:2]=1. (2) Given the reactants C([S:4]([CH2:7][C:8]#[N:9])(=[O:6])=[O:5])CC.C(=O)([O-])[O-].[K+].[K+].[CH3:16][O:17][C:18]1[CH:19]=[C:20]([N:24]=[C:25]=[S:26])[CH:21]=[CH:22][CH:23]=1.[CH3:27]I.[CH3:29][C:30]([CH3:32])=O, predict the reaction product. The product is: [CH:30]([S:4]([C:7](=[C:25]([NH:24][C:20]1[CH:21]=[CH:22][CH:23]=[C:18]([O:17][CH3:16])[CH:19]=1)[S:26][CH3:27])[C:8]#[N:9])(=[O:6])=[O:5])([CH3:32])[CH3:29]. (3) Given the reactants [Cl:1][C:2]1[CH:7]=[C:6]2[NH:8][C:9](=[O:35])[C:10]3([CH:15]([C:16]4[CH:21]=[CH:20][CH:19]=[C:18]([Cl:22])[CH:17]=4)[CH2:14][C:13](=O)[NH:12][CH:11]3[C:24]3[CH:29]=[C:28]([F:30])[CH:27]=[CH:26][C:25]=3[C:31]([F:34])([F:33])[F:32])[C:5]2=[CH:4][CH:3]=1.[BH4-].[Na+], predict the reaction product. The product is: [Cl:1][C:2]1[CH:7]=[C:6]2[NH:8][C:9](=[O:35])[C:10]3([CH:15]([C:16]4[CH:21]=[CH:20][CH:19]=[C:18]([Cl:22])[CH:17]=4)[CH2:14][CH2:13][NH:12][CH:11]3[C:24]3[CH:29]=[C:28]([F:30])[CH:27]=[CH:26][C:25]=3[C:31]([F:34])([F:33])[F:32])[C:5]2=[CH:4][CH:3]=1.